Dataset: Experimentally validated miRNA-target interactions with 360,000+ pairs, plus equal number of negative samples. Task: Binary Classification. Given a miRNA mature sequence and a target amino acid sequence, predict their likelihood of interaction. (1) The miRNA is hsa-miR-324-5p with sequence CGCAUCCCCUAGGGCAUUGGUG. The protein sequence of the target gene is MARRSQSSSQGDNPLAPGYLPPHYKEYYRLAVDALAEGGSEAYSRFLATEGAPDFLCPEELEHVSRHLRPPQYVTREPPEGSLLDVDMDGSSGTYWPVNSDQAVPELDLGWPLTFGFQGTEVTTLVQPPPPDSPSIKDEARRMIRSAQQVVAVVMDMFTDVDLLSEVLEAAARRVPVYILLDEMNAQHFLDMADKCRVNLQHVDFLRVRTVAGPTYYCRTGKSFKGHVKEKFLLVDCAVVMSGSYSFMWSFEKIHRSLAHVFQGELVSSFDEEFRILFAQSEPLVPSAAALARMDAYALA.... Result: 1 (interaction). (2) The miRNA is hsa-miR-767-5p with sequence UGCACCAUGGUUGUCUGAGCAUG. The protein sequence of the target gene is MLSPQRTAAVASRGAGDAMENGKPGPVQVVLVHKEQHSFELEERALASVLLQDHIRDLDVVVVSVAGAFRKGKSFILDFMLRYLYSQKEGGHSDWLGDPEEPLTGFSWRGGSDPETTGIQIWSEVFTVKKPCGKKVAVVLMDTQGAFDSQSTVKDCATIFALSTMTSSVQIYNLSQNIQEDDLQQLQLFTEYGRLAMDEIFQKPFQTLMFLIRDWSFPYEYNYGLQGGMAFLDKRLHVKEHQHEEIQNVRNHIHSCFSDVTCFLLPHPGLQVATSPNFDGKLKDIASEFKEQLQALIPYV.... Result: 0 (no interaction). (3) The miRNA is hsa-miR-6732-5p with sequence UAGGGGGUGGCAGGCUGGCC. The protein sequence of the target gene is MSRRKAGSAPRRVEPAPAANPDDEMEMQDLVIELKPEPDAQPQQAPRLGPFSPKEVSSAGRFGGEPHHSPGPMPAGAALLALGPRNPWTLWTPLTPNYPDRQPWTDKHPDLLTCGRCLQTFPLEAITAFMDHKKLGCQLFRGPSRGQGSEREELKALSCLRCGKQFTVAWKLLRHAQWDHGLSIYQTESEAPEAPLLGLAEVAAAVSAVVGPAAEAKSPRASGSGLTRRSPTCPVCKKTLSSFSNLKVHMRSHTGERPYACDQCPYACAQSSKLNRHKKTHRQVPPQSPLMADTSQEQAS.... Result: 0 (no interaction). (4) The miRNA is mmu-miR-698-3p with sequence CAUUCUCGUUUCCUUCCCU. The protein sequence of the target gene is MWINFVKLRLFCCLLAVLMVVVLVVNVTQVEYLDRETASATFIDSGGQFVSSQVIRISRNPYCGYERQILSSRERLEEDSLLAALQWQEPDVGPVPFLKSTDPSSSYFVILNSAAFFRVGSQLEVLVHVQDFQRKPKKYGGDYLQARIHSPKLQAGAVGRVVDYQNGFYKVFFTLLWPGQVKVSISLVHPSEGIRVLQYLQEKKPDRVYFKSLFRSGRISETTECNVCLPGSLPLCNFTDLYTGEPWFCFKPKKLPCSSRINHFKGGYLKGLLTATENAFFQSGVNIKMPINSSGPDWVT.... Result: 0 (no interaction).